This data is from Reaction yield outcomes from USPTO patents with 853,638 reactions. The task is: Predict the reaction yield, written as a fraction of the theoretical maximum amount of product (1.0 means a 100% yield; for example, 0.34 means a 34% yield). (1) The reactants are [C:1]1([C:32]2[CH:37]=[CH:36][CH:35]=[CH:34][CH:33]=2)[CH:6]=[CH:5][C:4]([C@@:7]2([S:26]([CH2:29][CH2:30][CH3:31])(=[O:28])=[O:27])[CH2:11][N:10](C(OCC3C=CC=CC=3)=O)[C@H:9]([C:22]([O:24][CH3:25])=[O:23])[CH2:8]2)=[CH:3][CH:2]=1.I[Si](C)(C)C. The catalyst is C(#N)C. The product is [C:1]1([C:32]2[CH:33]=[CH:34][CH:35]=[CH:36][CH:37]=2)[CH:2]=[CH:3][C:4]([C@@:7]2([S:26]([CH2:29][CH2:30][CH3:31])(=[O:28])=[O:27])[CH2:11][NH:10][C@H:9]([C:22]([O:24][CH3:25])=[O:23])[CH2:8]2)=[CH:5][CH:6]=1. The yield is 0.900. (2) The reactants are [I:1][C:2]1[CH:7]=[CH:6][C:5]([OH:8])=[CH:4][CH:3]=1.[C:9](OC(=O)C)(=[O:11])[CH3:10].C(OCC)(=O)C. The catalyst is N1C=CC=CC=1. The product is [C:9]([O:8][C:5]1[CH:6]=[CH:7][C:2]([I:1])=[CH:3][CH:4]=1)(=[O:11])[CH3:10]. The yield is 1.00. (3) The reactants are [Br:1][C:2]1[CH:3]=[C:4]([N+:13]([O-])=O)[C:5]([CH3:12])=[C:6]([CH:11]=1)[C:7]([O:9][CH3:10])=[O:8].[NH4+].[Cl-]. The catalyst is C(O)C.C(=O)(O)[O-].[Na+].[Fe]. The product is [NH2:13][C:4]1[C:5]([CH3:12])=[C:6]([CH:11]=[C:2]([Br:1])[CH:3]=1)[C:7]([O:9][CH3:10])=[O:8]. The yield is 0.990. (4) The reactants are [N+:1]([C:4]1[CH:9]=[CH:8][C:7]([CH2:10][CH:11]([NH2:22])[C:12]2[N:13]=[C:14]([C:17]3[S:18][CH:19]=[CH:20][CH:21]=3)[S:15][CH:16]=2)=[CH:6][CH:5]=1)([O-:3])=[O:2].[Cl:23][C:24]1[CH:25]=[C:26]([CH2:30][C:31](O)=[O:32])[CH:27]=[CH:28][CH:29]=1.ON1C2C=CC=CC=2N=N1.CN(C)CCCN=C=NCC.C(N(CC)CC)C. The catalyst is CN(C=O)C.O. The product is [Cl:23][C:24]1[CH:25]=[C:26]([CH2:30][C:31]([NH:22][C@H:11]([C:12]2[N:13]=[C:14]([C:17]3[S:18][CH:19]=[CH:20][CH:21]=3)[S:15][CH:16]=2)[CH2:10][C:7]2[CH:6]=[CH:5][C:4]([N+:1]([O-:3])=[O:2])=[CH:9][CH:8]=2)=[O:32])[CH:27]=[CH:28][CH:29]=1. The yield is 0.600. (5) The reactants are [OH-].[Na+].[F:3][C:4]1[CH:5]=[C:6](/[CH:31]=[CH:32]/[C:33]([O:35]C)=[O:34])[CH:7]=[C:8]([F:30])[C:9]=1[CH:10]1[C:15]2[NH:16][C:17]3[C:22]([C:14]=2[CH2:13][C:12]([CH3:24])([CH3:23])[N:11]1[CH2:25][C@H:26]([CH3:29])[CH2:27][F:28])=[CH:21][CH:20]=[CH:19][CH:18]=3.CO.Cl. The catalyst is C1COCC1.O. The product is [F:30][C:8]1[CH:7]=[C:6](/[CH:31]=[CH:32]/[C:33]([OH:35])=[O:34])[CH:5]=[C:4]([F:3])[C:9]=1[CH:10]1[C:15]2[NH:16][C:17]3[C:22]([C:14]=2[CH2:13][C:12]([CH3:23])([CH3:24])[N:11]1[CH2:25][C@H:26]([CH3:29])[CH2:27][F:28])=[CH:21][CH:20]=[CH:19][CH:18]=3. The yield is 0.252. (6) The reactants are [NH:1]1[CH2:6][CH2:5][O:4][C:3]2[CH:7]=[N:8][CH:9]=[CH:10][C:2]1=2.[Cl:11][C:12]1[CH:13]=[C:14]([CH:18]=[CH:19][C:20]=1[O:21][CH3:22])[C:15](Cl)=[O:16].C(N(CC)CC)C.Cl. The catalyst is ClCCl. The product is [Cl:11][C:12]1[CH:13]=[C:14]([C:15]([N:1]2[CH2:6][CH2:5][O:4][C:3]3[CH:7]=[N:8][CH:9]=[CH:10][C:2]2=3)=[O:16])[CH:18]=[CH:19][C:20]=1[O:21][CH3:22]. The yield is 0.998. (7) The reactants are [Br:1][C:2]1[C:3]([F:20])=[C:4]([F:19])[C:5]([NH:11][C:12]2[CH:17]=[CH:16][CH:15]=[CH:14][C:13]=2[Cl:18])=[C:6]([CH:10]=1)[C:7]([OH:9])=[O:8].[CH2:21]1COCC1.C[Si](C=[N+]=[N-])(C)C. The catalyst is CO. The product is [CH3:21][O:8][C:7](=[O:9])[C:6]1[CH:10]=[C:2]([Br:1])[C:3]([F:20])=[C:4]([F:19])[C:5]=1[NH:11][C:12]1[CH:17]=[CH:16][CH:15]=[CH:14][C:13]=1[Cl:18]. The yield is 0.930. (8) The reactants are [Br:1][C:2]1[C:3](F)=[C:4]2[C:10]([NH:11][C:12](=[O:16])[CH:13]([CH3:15])[CH3:14])=[CH:9][NH:8][C:5]2=[N:6][CH:7]=1.[F:18][C@@H:19]1[CH2:24][CH2:23][NH:22][CH2:21][C@H:20]1[NH:25]C(=O)OC(C)(C)C.CCN(C(C)C)C(C)C.C(O)(C(F)(F)F)=O.C(Cl)[Cl:50]. The catalyst is CCCCO. The product is [ClH:50].[NH2:25][C@H:20]1[C@H:19]([F:18])[CH2:24][CH2:23][N:22]([C:3]2[C:2]([Br:1])=[CH:7][N:6]=[C:5]3[NH:8][CH:9]=[C:10]([NH:11][C:12](=[O:16])[CH:13]([CH3:15])[CH3:14])[C:4]=23)[CH2:21]1. The yield is 0.110. (9) The reactants are [C:1]([O:5][C:6]([N:8]1[CH2:11][CH:10]([C:12]2[C:17](Br)=[CH:16][CH:15]=[CH:14][N:13]=2)[CH2:9]1)=[O:7])([CH3:4])([CH3:3])[CH3:2].C[C:20]1[CH:21]=[C:22](B(O)O)[CH:23]=[CH:24][CH:25]=1.C([O-])([O-])=O.[Na+].[Na+].O. The catalyst is O1CCOCC1.C1C=CC(P(C2C=CC=CC=2)[C-]2C=CC=C2)=CC=1.C1C=CC(P(C2C=CC=CC=2)[C-]2C=CC=C2)=CC=1.Cl[Pd]Cl.[Fe+2]. The product is [C:1]([O:5][C:6]([N:8]1[CH2:11][CH:10]([C:12]2[C:17]([C:20]3[CH:21]=[CH:22][CH:23]=[CH:24][CH:25]=3)=[CH:16][CH:15]=[CH:14][N:13]=2)[CH2:9]1)=[O:7])([CH3:4])([CH3:3])[CH3:2]. The yield is 0.800.